Dataset: Forward reaction prediction with 1.9M reactions from USPTO patents (1976-2016). Task: Predict the product of the given reaction. (1) Given the reactants [C:1]([O:4][O:5][CH:6]1[CH2:10][CH:9]([OH:11])[CH:8]=[CH:7]1)(=[O:3])[CH3:2].N1C(C)=CC=CC=1C.FC(F)(F)S(O[Si:26]([C:29]([CH3:32])([CH3:31])[CH3:30])([CH3:28])[CH3:27])(=O)=O, predict the reaction product. The product is: [C:1]([O:4][O:5][CH:6]1[CH2:10][CH:9]([O:11][Si:26]([C:29]([CH3:32])([CH3:31])[CH3:30])([CH3:28])[CH3:27])[CH:8]=[CH:7]1)(=[O:3])[CH3:2]. (2) Given the reactants [SH:1][C:2]1[CH:10]=[CH:9][CH:8]=[CH:7][C:3]=1[C:4]([OH:6])=O.[CH3:11][Li], predict the reaction product. The product is: [SH:1][C:2]1[CH:10]=[CH:9][CH:8]=[CH:7][C:3]=1[C:4](=[O:6])[CH3:11].